Task: Predict the product of the given reaction.. Dataset: Forward reaction prediction with 1.9M reactions from USPTO patents (1976-2016) (1) Given the reactants [O:1]=[C:2]1[CH:7]=[CH:6][C:5]([C:8]2[O:12][N:11]=[C:10]([C:13]3[CH:18]=[CH:17][C:16]([O:19][C:20]([F:23])([F:22])[F:21])=[CH:15][CH:14]=3)[N:9]=2)=[CH:4][N:3]1[CH2:24][C:25]1[CH:26]=[C:27]([CH:31]=[CH:32][CH:33]=1)[C:28](Cl)=[O:29].[NH:34]1[CH2:39][CH2:38][O:37][CH2:36][CH2:35]1, predict the reaction product. The product is: [N:34]1([C:28]([C:27]2[CH:26]=[C:25]([CH:33]=[CH:32][CH:31]=2)[CH2:24][N:3]2[CH:4]=[C:5]([C:8]3[O:12][N:11]=[C:10]([C:13]4[CH:18]=[CH:17][C:16]([O:19][C:20]([F:23])([F:22])[F:21])=[CH:15][CH:14]=4)[N:9]=3)[CH:6]=[CH:7][C:2]2=[O:1])=[O:29])[CH2:39][CH2:38][O:37][CH2:36][CH2:35]1. (2) Given the reactants ClC1C=C(C=CC=1)C(OO)=[O:6].[Cl:12][C:13]1[CH:52]=[CH:51][C:16]2[NH:17][C:18]([C@@H:20]([NH:25][C:26](=[O:50])[C:27]3[CH:32]=[CH:31][C:30]([C:33]([N:35]4[CH2:39][CH2:38][CH2:37][C@H:36]4[CH2:40][NH:41][C:42]([O:44][C:45]([CH3:48])([CH3:47])[CH3:46])=[O:43])=[O:34])=[C:29]([Cl:49])[CH:28]=3)[CH2:21][CH2:22][S:23][CH3:24])=[N:19][C:15]=2[CH:14]=1, predict the reaction product. The product is: [Cl:12][C:13]1[CH:52]=[CH:51][C:16]2[NH:17][C:18]([C@@H:20]([NH:25][C:26](=[O:50])[C:27]3[CH:32]=[CH:31][C:30]([C:33]([N:35]4[CH2:39][CH2:38][CH2:37][C@H:36]4[CH2:40][NH:41][C:42]([O:44][C:45]([CH3:48])([CH3:47])[CH3:46])=[O:43])=[O:34])=[C:29]([Cl:49])[CH:28]=3)[CH2:21][CH2:22][S:23]([CH3:24])=[O:6])=[N:19][C:15]=2[CH:14]=1. (3) Given the reactants [Cl:1][C:2]1[CH:3]=[C:4]([C@@H:8]2[C@@H:13]([C:14]3[CH:19]=[CH:18][C:17]([Cl:20])=[CH:16][CH:15]=3)[NH:12][C:11](=[O:21])[CH2:10][CH2:9]2)[CH:5]=[CH:6][CH:7]=1.[H-].[Na+].[CH:24]1([CH2:27]Br)[CH2:26][CH2:25]1, predict the reaction product. The product is: [Cl:1][C:2]1[CH:3]=[C:4]([C@@H:8]2[C@@H:13]([C:14]3[CH:15]=[CH:16][C:17]([Cl:20])=[CH:18][CH:19]=3)[N:12]([CH2:27][CH:24]3[CH2:26][CH2:25]3)[C:11](=[O:21])[CH2:10][CH2:9]2)[CH:5]=[CH:6][CH:7]=1.